From a dataset of Reaction yield outcomes from USPTO patents with 853,638 reactions. Predict the reaction yield, written as a fraction of the theoretical maximum amount of product (1.0 means a 100% yield; for example, 0.34 means a 34% yield). The reactants are [C:1]([O:4][CH:5]1[C:9]2=[N:10][CH:11]=[C:12]([NH2:28])[C:13]([N:14]3[CH2:19][CH2:18][CH2:17][C@H:16]([NH:20][C:21]([O:23][C:24]([CH3:27])([CH3:26])[CH3:25])=[O:22])[CH2:15]3)=[C:8]2[CH2:7][CH2:6]1)(=[O:3])[CH3:2].[F:29][C:30]1[CH:35]=[CH:34][CH:33]=[C:32]([F:36])[C:31]=1[C:37]1[N:42]=[C:41]([C:43](O)=[O:44])[CH:40]=[CH:39][C:38]=1[F:46].CN(C(ON1N=NC2C=CC=NC1=2)=[N+](C)C)C.F[P-](F)(F)(F)(F)F.CCN(C(C)C)C(C)C. The catalyst is CN(C=O)C. The product is [C:1]([O:4][CH:5]1[C:9]2=[N:10][CH:11]=[C:12]([NH:28][C:43]([C:41]3[CH:40]=[CH:39][C:38]([F:46])=[C:37]([C:31]4[C:30]([F:29])=[CH:35][CH:34]=[CH:33][C:32]=4[F:36])[N:42]=3)=[O:44])[C:13]([N:14]3[CH2:19][CH2:18][CH2:17][C@H:16]([NH:20][C:21]([O:23][C:24]([CH3:27])([CH3:26])[CH3:25])=[O:22])[CH2:15]3)=[C:8]2[CH2:7][CH2:6]1)(=[O:3])[CH3:2]. The yield is 0.420.